This data is from Forward reaction prediction with 1.9M reactions from USPTO patents (1976-2016). The task is: Predict the product of the given reaction. (1) Given the reactants [Cl-].[CH2:2]([O:9][C:10]([C@@H:12]1[CH2:17][CH2:16][CH2:15][CH2:14][NH2+:13]1)=[O:11])[C:3]1[CH:8]=[CH:7][CH:6]=[CH:5][CH:4]=1.[C:18]([O:21][C:22]1[CH:31]=[CH:30][C:25]2[N:26]=[C:27](Cl)[O:28][C:24]=2[CH:23]=1)(=[O:20])[CH3:19], predict the reaction product. The product is: [C:18]([O:21][C:22]1[CH:31]=[CH:30][C:25]2[N:26]=[C:27]([N:13]3[CH2:14][CH2:15][CH2:16][CH2:17][C@H:12]3[C:10]([O:9][CH2:2][C:3]3[CH:4]=[CH:5][CH:6]=[CH:7][CH:8]=3)=[O:11])[O:28][C:24]=2[CH:23]=1)(=[O:20])[CH3:19]. (2) Given the reactants [F:1][C:2]1[CH:9]=[CH:8][C:5]([C:6]#[N:7])=[CH:4][CH:3]=1.[C:10](#[N:12])[CH3:11].CC(C)([O-])C.[K+], predict the reaction product. The product is: [NH2:7][C:6]([C:5]1[CH:8]=[CH:9][C:2]([F:1])=[CH:3][CH:4]=1)=[CH:11][C:10]#[N:12]. (3) Given the reactants CS(O[CH2:6][CH:7]1[N:15]2[C:10](=[CH:11][C:12](=[O:29])[C:13]([O:27][CH3:28])=[C:14]2[C:16](=[O:26])[NH:17][CH2:18][C:19]2[CH:24]=[CH:23][C:22]([F:25])=[CH:21][CH:20]=2)[CH2:9][CH2:8]1)(=O)=O.C1C(=O)N([Br:37])C(=O)C1, predict the reaction product. The product is: [Br:37][C:11]1[C:12](=[O:29])[C:13]([O:27][CH3:28])=[C:14]2[C:16](=[O:26])[N:17]([CH2:18][C:19]3[CH:24]=[CH:23][C:22]([F:25])=[CH:21][CH:20]=3)[CH2:6][CH:7]3[CH2:8][CH2:9][C:10]=1[N:15]23. (4) Given the reactants [CH3:1][O:2][C:3](=[O:13])[C:4]1[C:9]([Cl:10])=[CH:8][CH:7]=[C:6]([C:11]#N)[N:5]=1.[Cl:14][C:15]1[CH:20]=[CH:19][C:18]([N:21]([C:23]2[CH:28]=[CH:27][C:26](B(O)O)=[CH:25][CH:24]=2)[CH3:22])=[CH:17][CH:16]=1.[N+](C)([O-])=[O:33], predict the reaction product. The product is: [CH3:1][O:2][C:3](=[O:13])[C:4]1[C:9]([Cl:10])=[CH:8][CH:7]=[C:6]([C:11](=[O:33])[C:26]2[CH:25]=[CH:24][C:23]([N:21]([C:18]3[CH:17]=[CH:16][C:15]([Cl:14])=[CH:20][CH:19]=3)[CH3:22])=[CH:28][CH:27]=2)[N:5]=1. (5) Given the reactants [F:1][C:2]1[CH:3]=[C:4]([CH2:10][C:11]([OH:13])=[O:12])[CH:5]=[CH:6][C:7]=1[O:8][CH3:9].OS(O)(=O)=O.[CH3:19]O, predict the reaction product. The product is: [CH3:19][O:12][C:11](=[O:13])[CH2:10][C:4]1[CH:5]=[CH:6][C:7]([O:8][CH3:9])=[C:2]([F:1])[CH:3]=1. (6) Given the reactants [OH:1][C:2]1[CH:3]=[C:4]([CH:7]=[CH:8][C:9]=1[OH:10])[CH:5]=[O:6].C(=O)([O-])[O-].[K+].[K+].CC1C=CC(S(O[CH2:28][CH2:29][CH2:30][F:31])(=O)=O)=CC=1.Cl, predict the reaction product. The product is: [F:31][CH2:30][CH2:29][CH2:28][O:10][C:9]1[CH:8]=[CH:7][C:4]([CH:5]=[O:6])=[CH:3][C:2]=1[OH:1]. (7) The product is: [CH2:12]([C:9]1[C:10]2[C:5](=[CH:4][CH:3]=[C:2]([C:21]([OH:23])=[O:22])[CH:11]=2)[CH:6]=[CH:7][N:8]=1)[CH2:13][CH2:14][CH3:15]. Given the reactants Br[C:2]1[CH:11]=[C:10]2[C:5]([CH:6]=[CH:7][N:8]=[C:9]2[CH2:12][CH2:13][CH2:14][CH3:15])=[CH:4][CH:3]=1.C([Li])(CC)C.[C:21](=[O:23])=[O:22], predict the reaction product.